From a dataset of NCI-60 drug combinations with 297,098 pairs across 59 cell lines. Regression. Given two drug SMILES strings and cell line genomic features, predict the synergy score measuring deviation from expected non-interaction effect. (1) Synergy scores: CSS=14.4, Synergy_ZIP=-11.3, Synergy_Bliss=-15.6, Synergy_Loewe=-48.2, Synergy_HSA=-13.8. Drug 1: CCC1=CC2CC(C3=C(CN(C2)C1)C4=CC=CC=C4N3)(C5=C(C=C6C(=C5)C78CCN9C7C(C=CC9)(C(C(C8N6C)(C(=O)OC)O)OC(=O)C)CC)OC)C(=O)OC.C(C(C(=O)O)O)(C(=O)O)O. Cell line: LOX IMVI. Drug 2: C1=CN(C=N1)CC(O)(P(=O)(O)O)P(=O)(O)O. (2) Drug 1: CC1=CC2C(CCC3(C2CCC3(C(=O)C)OC(=O)C)C)C4(C1=CC(=O)CC4)C. Drug 2: CC1=C(C=C(C=C1)C(=O)NC2=CC(=CC(=C2)C(F)(F)F)N3C=C(N=C3)C)NC4=NC=CC(=N4)C5=CN=CC=C5. Cell line: RXF 393. Synergy scores: CSS=-2.47, Synergy_ZIP=2.22, Synergy_Bliss=5.13, Synergy_Loewe=-4.97, Synergy_HSA=-0.163. (3) Drug 1: CN(CC1=CN=C2C(=N1)C(=NC(=N2)N)N)C3=CC=C(C=C3)C(=O)NC(CCC(=O)O)C(=O)O. Drug 2: C1CC(C1)(C(=O)O)C(=O)O.[NH2-].[NH2-].[Pt+2]. Cell line: UACC-257. Synergy scores: CSS=24.5, Synergy_ZIP=-1.72, Synergy_Bliss=-1.85, Synergy_Loewe=-17.1, Synergy_HSA=-1.71.